Dataset: Forward reaction prediction with 1.9M reactions from USPTO patents (1976-2016). Task: Predict the product of the given reaction. (1) Given the reactants I[C:2]1[CH:3]=[C:4]2[C:12](=[CH:13][CH:14]=1)[NH:11][C:10]1[CH:9]=[C:8]([O:15][CH3:16])[CH:7]=[CH:6][C:5]2=1.FCCOC1C=CC2C3C(=CC=CC=3)NC=2C=1.FCCN1C2C=C(O)C=CC=2C2C1=CC=CC=2.FCCNC1C=CC2NC3C(C=2C=1)=CC=C(OCCOCCOCCOC)C=3.FCCOC1C=C2C(C3C=CC(N(C)C)=CC=3N2)=CC=1.FCCOCCOCCOC1C=C2C(C3C=C(NC)C=CC=3N2)=CC=1.NC1C=CC2N(C(=O)CCOCCOCCOCCF)C3C(C=2C=1)=CC(N)=CC=3.FCCNC(C1C(O)=CC2=C3C(=CC=C2C=1)C1C(=CC=CC=1)N3)=O.ClC1C=C2C(=CC=1)NC1C=C(C(C)C(NCCF)=O)C=CC2=1.FC1C=C2C(=CC=1)NC1C=C(C(C)C(N(C)C)=O)C=CC2=1, predict the reaction product. The product is: [CH3:16][O:15][C:8]1[CH:7]=[CH:6][C:5]2[C:4]3[C:12](=[CH:13][CH:14]=[CH:2][CH:3]=3)[NH:11][C:10]=2[CH:9]=1. (2) Given the reactants [CH:1]([C:3]1[N:7]([CH3:8])[C:6]2[C:9]([N:13]3[CH2:18][CH2:17][N:16]([C:19]([O:21][C:22]([CH3:25])([CH3:24])[CH3:23])=[O:20])[CH2:15][CH2:14]3)=[CH:10][CH:11]=[CH:12][C:5]=2[N:4]=1)=O.[CH3:26][NH:27][C@@H:28]1[C:37]2[N:36]=[CH:35][CH:34]=[CH:33][C:32]=2[CH2:31][CH2:30][CH2:29]1.C(O)(=O)C.C(O[BH-](OC(=O)C)OC(=O)C)(=O)C.[Na+], predict the reaction product. The product is: [CH3:8][N:7]1[C:6]2[C:9]([N:13]3[CH2:14][CH2:15][N:16]([C:19]([O:21][C:22]([CH3:25])([CH3:23])[CH3:24])=[O:20])[CH2:17][CH2:18]3)=[CH:10][CH:11]=[CH:12][C:5]=2[N:4]=[C:3]1[CH2:1][N:27]([CH3:26])[C@@H:28]1[C:37]2[N:36]=[CH:35][CH:34]=[CH:33][C:32]=2[CH2:31][CH2:30][CH2:29]1. (3) Given the reactants [Br:1][C:2]1[CH:10]=[C:9]([C:11](O)=[O:12])[CH:8]=[C:7]2[C:3]=1[CH:4]=[N:5][NH:6]2.B, predict the reaction product. The product is: [Br:1][C:2]1[CH:10]=[C:9]([CH2:11][OH:12])[CH:8]=[C:7]2[C:3]=1[CH:4]=[N:5][NH:6]2. (4) Given the reactants [C:1]([O:5][C:6](=[O:35])[CH2:7][CH2:8][C:9]1[CH:14]=[CH:13][C:12]([O:15][Si:16]([C:29]([CH3:32])([CH3:31])[CH3:30])([C:23]2[CH:28]=[CH:27][CH:26]=[CH:25][CH:24]=2)[C:17]2[CH:22]=[CH:21][CH:20]=[CH:19][CH:18]=2)=[CH:11][C:10]=1[CH2:33]Br)([CH3:4])([CH3:3])[CH3:2].[F:36][C:37]([F:46])([F:45])[C:38]1[CH:43]=[CH:42][C:41]([OH:44])=[CH:40][CH:39]=1.C(=O)([O-])[O-].[Cs+].[Cs+], predict the reaction product. The product is: [C:1]([O:5][C:6](=[O:35])[CH2:7][CH2:8][C:9]1[CH:14]=[CH:13][C:12]([O:15][Si:16]([C:29]([CH3:32])([CH3:31])[CH3:30])([C:23]2[CH:28]=[CH:27][CH:26]=[CH:25][CH:24]=2)[C:17]2[CH:22]=[CH:21][CH:20]=[CH:19][CH:18]=2)=[CH:11][C:10]=1[CH2:33][O:44][C:41]1[CH:42]=[CH:43][C:38]([C:37]([F:36])([F:45])[F:46])=[CH:39][CH:40]=1)([CH3:4])([CH3:3])[CH3:2]. (5) Given the reactants [CH3:1][C:2]1[C:15]2[N:14]([CH2:16][CH2:17][CH2:18][NH2:19])[C:13]3[C:8](=[CH:9][CH:10]=[CH:11][CH:12]=3)S[C:6]=2[CH:5]=[CH:4][C:3]=1[CH3:20].O[O:22][S:23]([O-:25])=O.[K+], predict the reaction product. The product is: [CH3:1][C:2]1[C:15]2[N:14]([CH2:16][CH2:17][CH2:18][NH2:19])[C:13]3[C:12](=[CH:11][CH:10]=[CH:9][CH:8]=3)[S:23](=[O:25])(=[O:22])[C:6]=2[CH:5]=[CH:4][C:3]=1[CH3:20].